This data is from Catalyst prediction with 721,799 reactions and 888 catalyst types from USPTO. The task is: Predict which catalyst facilitates the given reaction. (1) Reactant: CO[C:3]([CH3:5])=[CH2:4].[CH3:6][O:7][C:8]([C:10]1[S:11][C:12]([C:16]2[CH:21]=[CH:20][C:19]([Cl:22])=[CH:18][CH:17]=2)=[CH:13][C:14]=1[NH2:15])=[O:9].C(O[BH-](OC(=O)C)OC(=O)C)(=O)C.[Na+].C(=O)(O)[O-].[Na+]. Product: [Cl:22][C:19]1[CH:20]=[CH:21][C:16]([C:12]2[S:11][C:10]([C:8]([O:7][CH3:6])=[O:9])=[C:14]([NH:15][CH:3]([CH3:5])[CH3:4])[CH:13]=2)=[CH:17][CH:18]=1. The catalyst class is: 322. (2) Product: [Cl:21][C:22]1[CH:27]=[CH:26][C:25]([CH2:28][CH2:29][CH2:30][O:31][CH3:32])=[CH:24][C:23]=1[CH2:33][N:34]([CH:35]1[CH2:36][CH2:37]1)[C:9](=[O:11])[CH2:8][C:6]#[N:7]. Reactant: CN(C=O)C.[C:6]([CH2:8][C:9]([OH:11])=O)#[N:7].CCN(C(C)C)C(C)C.[Cl:21][C:22]1[CH:27]=[CH:26][C:25]([CH2:28][CH2:29][CH2:30][O:31][CH3:32])=[CH:24][C:23]=1[CH2:33][NH:34][CH:35]1[CH2:37][CH2:36]1. The catalyst class is: 28. (3) Reactant: [CH3:1][O:2][C:3]([C:5]1[CH:6]=[C:7]([C:31]2[CH:36]=[CH:35][CH:34]=[CH:33][CH:32]=2)[CH:8]=[C:9]([CH2:23][N:24]2[CH2:29][CH2:28][N:27]([CH3:30])[CH2:26][CH2:25]2)[C:10]=1[N:11]([S:13]([C:16]1[CH:21]=[CH:20][C:19]([OH:22])=[CH:18][CH:17]=1)(=[O:15])=[O:14])[CH3:12])=[O:4].[CH2:37](O)[C:38]#[C:39][CH3:40].C1(P(C2C=CC=CC=2)C2C=CC=CC=2)C=CC=CC=1.N(C(OCC)=O)=NC(OCC)=O. Product: [CH3:1][O:2][C:3]([C:5]1[CH:6]=[C:7]([C:31]2[CH:36]=[CH:35][CH:34]=[CH:33][CH:32]=2)[CH:8]=[C:9]([CH2:23][N:24]2[CH2:25][CH2:26][N:27]([CH3:30])[CH2:28][CH2:29]2)[C:10]=1[N:11]([S:13]([C:16]1[CH:17]=[CH:18][C:19]([O:22][CH2:37][C:38]#[C:39][CH3:40])=[CH:20][CH:21]=1)(=[O:15])=[O:14])[CH3:12])=[O:4]. The catalyst class is: 56. (4) Reactant: [Li][CH2:2]CCC.C(NC(C)C)(C)C.C[Si](C=[N+]=[N-])(C)C.[Cl:20][C:21]1[CH:22]=[N:23][C:24]([N:27]2[CH2:32][CH2:31][CH:30]([C@H:33]([CH3:37])[CH2:34][CH:35]=O)[CH2:29][CH2:28]2)=[N:25][CH:26]=1. Product: [Cl:20][C:21]1[CH:22]=[N:23][C:24]([N:27]2[CH2:32][CH2:31][CH:30]([C@H:33]([CH3:37])[CH2:34][C:35]#[CH:2])[CH2:29][CH2:28]2)=[N:25][CH:26]=1. The catalyst class is: 1. (5) Reactant: CO[CH2:3][N:4]([CH2:10][C:11]1[CH:16]=[CH:15][CH:14]=[CH:13][CH:12]=1)[CH2:5][Si](C)(C)C.[CH3:17][C:18](=[O:21])[C:19]#[CH:20].FC(F)(F)C(O)=O. Product: [CH2:10]([N:4]1[CH2:3][CH:20]=[C:19]([C:18](=[O:21])[CH3:17])[CH2:5]1)[C:11]1[CH:12]=[CH:13][CH:14]=[CH:15][CH:16]=1. The catalyst class is: 2. (6) Reactant: [N:1]1([C:7]2[N:8]=[C:9]3[NH:17][C@H:16]([C:18]([F:21])([F:20])[F:19])[CH2:15][CH2:14][N:10]3[C:11](=[O:13])[CH:12]=2)[CH2:6][CH2:5][O:4][CH2:3][CH2:2]1.[H-].[Na+].[F:24][C:25]1[CH:33]=[C:32]([F:34])[CH:31]=[CH:30][C:26]=1[C:27](Cl)=[O:28].C(Cl)Cl.CO. Product: [F:24][C:25]1[CH:33]=[C:32]([F:34])[CH:31]=[CH:30][C:26]=1[C:27]([N:17]1[C:9]2=[N:8][C:7]([N:1]3[CH2:6][CH2:5][O:4][CH2:3][CH2:2]3)=[CH:12][C:11](=[O:13])[N:10]2[CH2:14][CH2:15][C@H:16]1[C:18]([F:20])([F:21])[F:19])=[O:28]. The catalyst class is: 7. (7) Reactant: O.[NH2:2][NH2:3].[N:4]1([C:10]2[CH:15]=[CH:14][C:13]([NH:16][C:17](=[O:22])[C:18](OC)=[O:19])=[CH:12][CH:11]=2)[CH2:9][CH2:8][O:7][CH2:6][CH2:5]1. Product: [NH:2]([C:18](=[O:19])[C:17]([NH:16][C:13]1[CH:14]=[CH:15][C:10]([N:4]2[CH2:9][CH2:8][O:7][CH2:6][CH2:5]2)=[CH:11][CH:12]=1)=[O:22])[NH2:3]. The catalyst class is: 5.